Dataset: Full USPTO retrosynthesis dataset with 1.9M reactions from patents (1976-2016). Task: Predict the reactants needed to synthesize the given product. (1) Given the product [CH3:28][S:29]([O:19][CH2:18][C:15]1[CH:16]=[CH:17][N:12]([C:7]2[CH:6]=[CH:5][C:4]3[C:9](=[C:10]([CH3:11])[N:2]([CH3:1])[N:3]=3)[CH:8]=2)[C:13](=[O:20])[CH:14]=1)(=[O:31])=[O:30], predict the reactants needed to synthesize it. The reactants are: [CH3:1][N:2]1[C:10]([CH3:11])=[C:9]2[C:4]([CH:5]=[CH:6][C:7]([N:12]3[CH:17]=[CH:16][C:15]([CH2:18][OH:19])=[CH:14][C:13]3=[O:20])=[CH:8]2)=[N:3]1.C(N(CC)CC)C.[CH3:28][S:29](Cl)(=[O:31])=[O:30]. (2) Given the product [F:15][C:16]1[CH:21]=[CH:20][C:19]([C@H:22]([NH:24][C@H:10]2[CH2:11][CH2:12][C@@H:8]([C:5]3[CH:6]=[N:7][C:2]([I:1])=[CH:3][CH:4]=3)[CH2:9]2)[CH3:23])=[CH:18][C:17]=1[O:25][CH3:26], predict the reactants needed to synthesize it. The reactants are: [I:1][C:2]1[N:7]=[CH:6][C:5]([C@@H:8]2[CH2:12][CH2:11][C:10](=O)[CH2:9]2)=[CH:4][CH:3]=1.Cl.[F:15][C:16]1[CH:21]=[CH:20][C:19]([C@H:22]([NH2:24])[CH3:23])=[CH:18][C:17]=1[O:25][CH3:26]. (3) Given the product [CH:1]1([C:4]([CH:6]([Br:14])[C:7]2[CH:12]=[CH:11][CH:10]=[CH:9][C:8]=2[F:13])=[O:5])[CH2:3][CH2:2]1, predict the reactants needed to synthesize it. The reactants are: [CH:1]1([C:4]([CH2:6][C:7]2[CH:12]=[CH:11][CH:10]=[CH:9][C:8]=2[F:13])=[O:5])[CH2:3][CH2:2]1.[Br:14]N1C(C)(C)C(=O)N(Br)C1=O. (4) Given the product [C:1](=[O:12])([S:18][CH:13]1[CH2:17][CH2:16][CH2:15][CH2:14]1)/[CH:2]=[CH:3]/[CH2:4][CH2:5][CH2:6][CH2:7][CH2:8][CH2:9][CH3:10], predict the reactants needed to synthesize it. The reactants are: [C:1]([OH:12])(=O)/[CH:2]=[CH:3]/[CH2:4][CH2:5][CH2:6][CH2:7][CH2:8][CH2:9][CH3:10].[CH:13]1([SH:18])[CH2:17][CH2:16][CH2:15][CH2:14]1. (5) Given the product [CH3:1][C:2]1[CH:3]=[C:4]([CH2:9][CH:10]([NH:21][C:22]([NH:23][CH2:24][CH2:25][OH:26])=[S:30])[C:11]2[C:20]3[CH2:19][CH2:18][CH2:17][CH2:16][C:15]=3[CH:14]=[CH:13][CH:12]=2)[CH:5]=[C:6]([CH3:8])[CH:7]=1, predict the reactants needed to synthesize it. The reactants are: [CH3:1][C:2]1[CH:3]=[C:4]([CH2:9][CH:10]([NH:21][C:22](=[S:30])[NH:23][CH2:24][CH2:25][O:26]C(=O)C)[C:11]2[C:20]3[CH2:19][CH2:18][CH2:17][CH2:16][C:15]=3[CH:14]=[CH:13][CH:12]=2)[CH:5]=[C:6]([CH3:8])[CH:7]=1.[OH-].[Li+].C(OCC)(=O)C. (6) Given the product [NH2:14][C:8]1[C:7]([N+:11]([O-:13])=[O:12])=[CH:6][C:3]([C:4]#[N:5])=[C:2]([F:1])[CH:9]=1, predict the reactants needed to synthesize it. The reactants are: [F:1][C:2]1[CH:9]=[C:8](F)[C:7]([N+:11]([O-:13])=[O:12])=[CH:6][C:3]=1[C:4]#[N:5].[NH3:14].